Regression. Given two drug SMILES strings and cell line genomic features, predict the synergy score measuring deviation from expected non-interaction effect. From a dataset of NCI-60 drug combinations with 297,098 pairs across 59 cell lines. Drug 1: CCC1(CC2CC(C3=C(CCN(C2)C1)C4=CC=CC=C4N3)(C5=C(C=C6C(=C5)C78CCN9C7C(C=CC9)(C(C(C8N6C=O)(C(=O)OC)O)OC(=O)C)CC)OC)C(=O)OC)O.OS(=O)(=O)O. Drug 2: CCN(CC)CCCC(C)NC1=C2C=C(C=CC2=NC3=C1C=CC(=C3)Cl)OC. Cell line: HOP-92. Synergy scores: CSS=26.7, Synergy_ZIP=-7.02, Synergy_Bliss=-0.305, Synergy_Loewe=-3.08, Synergy_HSA=-2.52.